This data is from Reaction yield outcomes from USPTO patents with 853,638 reactions. The task is: Predict the reaction yield, written as a fraction of the theoretical maximum amount of product (1.0 means a 100% yield; for example, 0.34 means a 34% yield). (1) The reactants are [NH2:1][C:2]1[CH:3]=[C:4]([SH:8])[CH:5]=[CH:6][CH:7]=1.[C:9]([C:11]1[CH:16]=[CH:15][C:14]([CH2:17][CH2:18]OS(C2C=CC(C)=CC=2)(=O)=O)=[CH:13][CH:12]=1)#[N:10].C([O-])([O-])=O.[K+].[K+].CCOCC. The catalyst is CCO.C(Cl)Cl. The product is [NH2:1][C:2]1[CH:7]=[CH:6][CH:5]=[C:4]([S:8][CH2:18][CH2:17][C:14]2[CH:15]=[CH:16][C:11]([C:9]#[N:10])=[CH:12][CH:13]=2)[CH:3]=1. The yield is 0.490. (2) The catalyst is CN(C)C=O. The reactants are Cl.[NH2:2][CH2:3][C:4]1[CH:5]=[C:6]2[C:10](=[CH:11][CH:12]=1)[C:9](=[O:13])[N:8]([CH:14]1[CH2:19][CH2:18][C:17](=[O:20])[NH:16][C:15]1=[O:21])[CH2:7]2.[F:22][C:23]([F:37])([C:27]1[CH:32]=[CH:31][CH:30]=[C:29]([O:33][CH2:34][CH2:35][OH:36])[CH:28]=1)[C:24](O)=[O:25].C(N(CC)C(C)C)(C)C.F[P-](F)(F)(F)(F)F.CN(C(N(C)C)=[N+]1C2C(=NC=CC=2)[N+]([O-])=N1)C. The yield is 0.160. The product is [O:21]=[C:15]1[CH:14]([N:8]2[CH2:7][C:6]3[C:10](=[CH:11][CH:12]=[C:4]([CH2:3][NH:2][C:24](=[O:25])[C:23]([F:37])([F:22])[C:27]4[CH:32]=[CH:31][CH:30]=[C:29]([O:33][CH2:34][CH2:35][OH:36])[CH:28]=4)[CH:5]=3)[C:9]2=[O:13])[CH2:19][CH2:18][C:17](=[O:20])[NH:16]1. (3) The catalyst is C1(C)C=CC=CC=1. The product is [OH:10][CH:9]([C:4]1[CH:5]=[CH:6][CH:7]=[CH:8][C:3]=1[O:2][CH3:1])[CH2:11][O:12][C:13]1[CH:20]=[CH:19][C:16]([CH:17]=[O:18])=[CH:15][CH:14]=1. The yield is 0.200. The reactants are [CH3:1][O:2][C:3]1[CH:8]=[CH:7][CH:6]=[CH:5][C:4]=1[CH:9]1[CH2:11][O:10]1.[OH:12][C:13]1[CH:20]=[CH:19][C:16]([CH:17]=[O:18])=[CH:15][CH:14]=1.[OH-].[Na+]. (4) The reactants are [C:1]([C:5]1[CH:6]=[C:7]([NH2:11])[N:8]([CH3:10])[N:9]=1)([CH3:4])([CH3:3])[CH3:2].[OH-].[Na+].Cl[C:15]([O:17][CH2:18][C:19]([Cl:22])([Cl:21])[Cl:20])=[O:16]. The catalyst is CCOC(C)=O. The product is [Cl:20][C:19]([Cl:22])([Cl:21])[CH2:18][O:17][C:15](=[O:16])[NH:11][C:7]1[N:8]([CH3:10])[N:9]=[C:5]([C:1]([CH3:4])([CH3:2])[CH3:3])[CH:6]=1. The yield is 0.860. (5) The reactants are Cl.C([O:4][CH2:5][CH2:6][O:7][NH:8][C:9]([C:11]1[C:20]([NH:21][C:22]2[CH:27]=[CH:26][C:25]([Br:28])=[CH:24][C:23]=2[Cl:29])=[C:19]([F:30])[C:14]2[N:15]=[CH:16][N:17]([CH3:18])[C:13]=2[CH:12]=1)=[O:10])=C. The catalyst is C(O)C. The product is [OH:4][CH2:5][CH2:6][O:7][NH:8][C:9]([C:11]1[C:20]([NH:21][C:22]2[CH:27]=[CH:26][C:25]([Br:28])=[CH:24][C:23]=2[Cl:29])=[C:19]([F:30])[C:14]2[N:15]=[CH:16][N:17]([CH3:18])[C:13]=2[CH:12]=1)=[O:10]. The yield is 1.00. (6) The reactants are [NH:1]1[C:10]2[C:5](=[CH:6][CH:7]=[CH:8][CH:9]=2)[CH2:4][CH2:3][CH2:2]1.[S:11]1[C:15]2[CH:16]=[CH:17][CH:18]=[CH:19][C:14]=2[N:13]=[C:12]1[O:20][CH2:21][C:22](O)=[O:23]. No catalyst specified. The product is [S:11]1[C:15]2[CH:16]=[CH:17][CH:18]=[CH:19][C:14]=2[N:13]=[C:12]1[O:20][CH2:21][C:22]([N:1]1[C:10]2[C:5](=[CH:6][CH:7]=[CH:8][CH:9]=2)[CH2:4][CH2:3][CH2:2]1)=[O:23]. The yield is 0.280. (7) The reactants are [O:1]1[CH2:3][CH:2]1[CH2:4][O:5][C:6]1[CH:7]=[C:8]([CH:11]=[CH:12][CH:13]=1)[CH:9]=[O:10].[CH2:14]1[C:23]2[C:18](=[CH:19][CH:20]=[CH:21][CH:22]=2)[CH2:17][CH2:16][NH:15]1. The catalyst is CCO. The product is [CH2:14]1[C:23]2[C:18](=[CH:19][CH:20]=[CH:21][CH:22]=2)[CH2:17][CH2:16][N:15]1[CH2:3][CH:2]([OH:1])[CH2:4][O:5][C:6]1[CH:7]=[C:8]([CH:11]=[CH:12][CH:13]=1)[CH:9]=[O:10]. The yield is 0.630.